This data is from Forward reaction prediction with 1.9M reactions from USPTO patents (1976-2016). The task is: Predict the product of the given reaction. (1) Given the reactants CN(C=O)C.[CH2:6]([O:8][C:9]([C:11]1[CH:16]=[C:15]([C:17]#[N:18])[C:14](=O)[NH:13][C:12]=1[CH2:20][Cl:21])=[O:10])[CH3:7].C(Cl)(=O)C([Cl:25])=O, predict the reaction product. The product is: [CH2:6]([O:8][C:9](=[O:10])[C:11]1[CH:16]=[C:15]([C:17]#[N:18])[C:14]([Cl:25])=[N:13][C:12]=1[CH2:20][Cl:21])[CH3:7]. (2) Given the reactants [OH:1][C@@H:2]1[C@@H:6]([CH2:7][OH:8])[CH2:5][C@@H:4]([NH:9][C:10](=[O:16])[O:11][C:12]([CH3:15])([CH3:14])[CH3:13])[CH2:3]1.N1C=CN=C1.[Si:22](Cl)([C:25]([CH3:28])([CH3:27])[CH3:26])([CH3:24])[CH3:23], predict the reaction product. The product is: [Si:22]([O:8][CH2:7][C@@H:6]1[C@@H:2]([OH:1])[CH2:3][C@H:4]([NH:9][C:10](=[O:16])[O:11][C:12]([CH3:13])([CH3:15])[CH3:14])[CH2:5]1)([C:25]([CH3:28])([CH3:27])[CH3:26])([CH3:24])[CH3:23]. (3) Given the reactants [OH:1][C:2]1[CH:7]=[C:6]([C:8]([O:10][CH3:11])=[O:9])[CH:5]=[CH:4][C:3]=1[C:12]1[CH:17]=[CH:16][CH:15]=[CH:14][C:13]=1[C:18]([F:21])([F:20])[F:19].C(=O)([O-])[O-].[K+].[K+].Br[CH2:29][CH3:30], predict the reaction product. The product is: [CH2:29]([O:1][C:2]1[CH:7]=[C:6]([C:8]([O:10][CH3:11])=[O:9])[CH:5]=[CH:4][C:3]=1[C:12]1[CH:17]=[CH:16][CH:15]=[CH:14][C:13]=1[C:18]([F:19])([F:20])[F:21])[CH3:30]. (4) Given the reactants [CH3:1][O:2][C:3](=[O:11])[CH2:4][C@H:5]1[CH2:8][C@@H:7]([CH2:9][OH:10])[CH2:6]1.[CH3:12][O:13][CH2:14]Cl.C(N(C(C)C)CC)(C)C.Cl, predict the reaction product. The product is: [CH3:1][O:2][C:3](=[O:11])[CH2:4][C@H:5]1[CH2:8][C@@H:7]([CH2:9][O:10][CH2:12][O:13][CH3:14])[CH2:6]1. (5) Given the reactants [CH3:1][O:2][C:3]1[CH:12]=[CH:11][C:6]([C:7]([O:9][CH3:10])=[O:8])=[C:5](OS(C(F)(F)F)(=O)=O)[CH:4]=1.[CH:21]1([C:24]#[CH:25])[CH2:23][CH2:22]1, predict the reaction product. The product is: [CH:21]1([C:24]#[C:25][C:5]2[CH:4]=[C:3]([O:2][CH3:1])[CH:12]=[CH:11][C:6]=2[C:7]([O:9][CH3:10])=[O:8])[CH2:23][CH2:22]1. (6) Given the reactants [CH3:1][C:2]1([CH3:9])[CH2:6][C:5](=[O:7])[O:4][C:3]1=[O:8].[Cl:10][C:11]1[CH:12]=[C:13]2[C:17](=[CH:18][CH:19]=1)[NH:16][C:15]([CH3:20])=[CH:14]2.[Al+3].[Cl-].[Cl-].[Cl-], predict the reaction product. The product is: [Cl:10][C:11]1[CH:12]=[C:13]2[C:17](=[CH:18][CH:19]=1)[NH:16][C:15]([CH3:20])=[C:14]2[C:5](=[O:7])[CH2:6][C:2]([CH3:9])([CH3:1])[C:3]([OH:4])=[O:8]. (7) Given the reactants [N+:1]([C:4]1[CH:5]=[CH:6][C:7]([C:18]([F:24])([F:23])[C:19]([F:22])([F:21])[F:20])=[C:8]([CH:17]=1)[O:9][CH2:10][CH:11]1[CH2:16][CH2:15][NH:14][CH2:13][CH2:12]1)([O-:3])=[O:2].[CH3:25][C:26]([CH3:28])=O.[BH-](OC(C)=O)(OC(C)=O)OC(C)=O.[Na+].CC(O)=O, predict the reaction product. The product is: [CH:26]([N:14]1[CH2:15][CH2:16][CH:11]([CH2:10][O:9][C:8]2[CH:17]=[C:4]([N+:1]([O-:3])=[O:2])[CH:5]=[CH:6][C:7]=2[C:18]([F:24])([F:23])[C:19]([F:20])([F:21])[F:22])[CH2:12][CH2:13]1)([CH3:28])[CH3:25]. (8) The product is: [Cl:1][C:2]1[CH:3]=[C:4]([CH:7]=[CH:8][C:9]=1[O:10][CH2:46][C:32]1[CH:33]=[CH:34][CH:35]=[C:36]([B:37]2[O:38][C:39]([CH3:44])([CH3:45])[C:40]([CH3:43])([CH3:42])[O:41]2)[C:31]=1[CH3:30])[CH:5]=[O:6]. Given the reactants [Cl:1][C:2]1[CH:3]=[C:4]([CH:7]=[CH:8][C:9]=1[OH:10])[CH:5]=[O:6].C1(P(C2C=CC=CC=2)C2C=CC=CC=2)C=CC=CC=1.[CH3:30][C:31]1[C:36]([B:37]2[O:41][C:40]([CH3:43])([CH3:42])[C:39]([CH3:45])([CH3:44])[O:38]2)=[CH:35][CH:34]=[CH:33][C:32]=1[CH2:46]O.N(C(OC(C)C)=O)=NC(OC(C)C)=O, predict the reaction product.